From a dataset of Forward reaction prediction with 1.9M reactions from USPTO patents (1976-2016). Predict the product of the given reaction. (1) The product is: [CH3:2][O:3][C:4](=[O:10])[C@H:5]([C@@H:7]([CH3:9])[OH:8])[NH:6][C:15](=[O:16])[C:14]1[CH:18]=[CH:19][C:20]([N+:21]([O-:23])=[O:22])=[C:12]([CH3:11])[CH:13]=1. Given the reactants Cl.[CH3:2][O:3][C:4](=[O:10])[C@H:5]([C@@H:7]([CH3:9])[OH:8])[NH2:6].[CH3:11][C:12]1[CH:13]=[C:14]([CH:18]=[CH:19][C:20]=1[N+:21]([O-:23])=[O:22])[C:15](O)=[O:16].CCN=C=NCCCN(C)C.Cl.C(N(CC)C(C)C)(C)C, predict the reaction product. (2) Given the reactants [CH2:1]([C:3]1[CH:8]=[CH:7][C:6]([C@H:9]2[CH2:14][C@@H:13]([C:15]([F:18])([F:17])[F:16])[N:12]3[N:19]=[CH:20][C:21]([C:22](O)=[O:23])=[C:11]3[NH:10]2)=[CH:5][CH:4]=1)[CH3:2].CN(C(ON1N=NC2C=CC=NC1=2)=[N+](C)C)C.F[P-](F)(F)(F)(F)F.C(N(CC)C(C)C)(C)C.[F:58][C:59]1[CH:60]=[C:61]([CH2:67][NH2:68])[CH:62]=[N:63][C:64]=1[O:65][CH3:66], predict the reaction product. The product is: [CH2:1]([C:3]1[CH:8]=[CH:7][C:6]([C@H:9]2[CH2:14][C@@H:13]([C:15]([F:18])([F:17])[F:16])[N:12]3[N:19]=[CH:20][C:21]([C:22]([NH:68][CH2:67][C:61]4[CH:62]=[N:63][C:64]([O:65][CH3:66])=[C:59]([F:58])[CH:60]=4)=[O:23])=[C:11]3[NH:10]2)=[CH:5][CH:4]=1)[CH3:2].